This data is from Peptide-MHC class I binding affinity with 185,985 pairs from IEDB/IMGT. The task is: Regression. Given a peptide amino acid sequence and an MHC pseudo amino acid sequence, predict their binding affinity value. This is MHC class I binding data. (1) The peptide sequence is FDPRLLTA. The MHC is Mamu-B01 with pseudo-sequence Mamu-B01. The binding affinity (normalized) is 0. (2) The peptide sequence is KVMDFGIAR. The MHC is HLA-B07:02 with pseudo-sequence HLA-B07:02. The binding affinity (normalized) is 0.0847.